Dataset: Catalyst prediction with 721,799 reactions and 888 catalyst types from USPTO. Task: Predict which catalyst facilitates the given reaction. (1) Reactant: [NH2:1][C:2]1[N:7]=[CH:6][C:5](/[CH:8]=[CH:9]/[C:10]([OH:12])=O)=[CH:4][CH:3]=1.[CH3:13][NH:14][CH2:15][C:16]1[CH:25]=[CH:24][C:23]2[C:18](=[CH:19][CH:20]=[CH:21][CH:22]=2)[CH:17]=1.C1C=CC2N(O)N=NC=2C=1.O.CCN(CC)CC.C(Cl)CCl. Product: [NH2:1][C:2]1[N:7]=[CH:6][C:5](/[CH:8]=[CH:9]/[C:10]([N:14]([CH3:13])[CH2:15][C:16]2[CH:25]=[CH:24][C:23]3[C:18](=[CH:19][CH:20]=[CH:21][CH:22]=3)[CH:17]=2)=[O:12])=[CH:4][CH:3]=1. The catalyst class is: 85. (2) Reactant: C[O:2][C:3]([CH:5]1[CH2:9][S:8][C:7]([C:10]2[CH:15]=[CH:14][CH:13]=[C:12]([Cl:16])[CH:11]=2)=[N:6]1)=[O:4].[OH-].[K+]. Product: [Cl:16][C:12]1[CH:11]=[C:10]([C:7]2[S:8][CH2:9][CH:5]([C:3]([OH:4])=[O:2])[N:6]=2)[CH:15]=[CH:14][CH:13]=1. The catalyst class is: 20. (3) Reactant: [C:1]([C:3]1[CH:8]=[CH:7][C:6]([C:9]2[CH:10]=[N:11][N:12]([C:15]3[CH:23]=[CH:22][C:18]([C:19]([OH:21])=O)=[CH:17][N:16]=3)[C:13]=2[OH:14])=[CH:5][CH:4]=1)#[N:2].CCN=C=NCCCN(C)C.C1C=CC2N(O)N=NC=2C=1.C(N(CC)C(C)C)(C)C.[NH2:54][C@H:55]([CH2:59][CH3:60])[CH2:56][C:57]#[N:58]. Product: [C:57]([CH2:56][C@H:55]([NH:54][C:19](=[O:21])[C:18]1[CH:22]=[CH:23][C:15]([N:12]2[C:13]([OH:14])=[C:9]([C:6]3[CH:5]=[CH:4][C:3]([C:1]#[N:2])=[CH:8][CH:7]=3)[CH:10]=[N:11]2)=[N:16][CH:17]=1)[CH2:59][CH3:60])#[N:58]. The catalyst class is: 3. (4) Reactant: [C:1]([O:5][C:6](=[O:27])[NH:7][C@@H:8]([C:18](C)(C)[O:19][SiH2]C(C)(C)C)[CH2:9][O:10][C:11]1[CH:12]=[N:13][CH:14]=[C:15]([Br:17])[CH:16]=1)([CH3:4])([CH3:3])[CH3:2].CCCC[N+](CCCC)(CCCC)CCCC.[F-]. Product: [C:1]([O:5][C:6](=[O:27])[NH:7][C@@H:8]([CH2:18][OH:19])[CH2:9][O:10][C:11]1[CH:12]=[N:13][CH:14]=[C:15]([Br:17])[CH:16]=1)([CH3:4])([CH3:2])[CH3:3]. The catalyst class is: 1.